Dataset: Full USPTO retrosynthesis dataset with 1.9M reactions from patents (1976-2016). Task: Predict the reactants needed to synthesize the given product. (1) Given the product [CH2:1]([O:14][C:11]1[CH:12]=[CH:13][C:8]([N+:5]([O-:7])=[O:6])=[CH:9][CH:10]=1)[CH:2]=[CH2:3], predict the reactants needed to synthesize it. The reactants are: [CH2:1](Br)[CH:2]=[CH2:3].[N+:5]([C:8]1[CH:13]=[CH:12][C:11]([OH:14])=[CH:10][CH:9]=1)([O-:7])=[O:6].C([O-])([O-])=O.[K+].[K+]. (2) Given the product [CH:1]1[CH:2]=[CH:3][C:4]2[S:9][N:8]=[C:7]([N:10]3[CH2:15][CH2:14][N:13]([CH2:16][C@H:17]4[C@H:22]([CH2:23][N:24]5[C:34](=[O:35])[C@H:33]6[C@H:27]([C@H:28]7[CH2:32][C@@H:31]6[CH2:30][CH2:29]7)[C:25]5=[O:26])[CH2:21][CH2:20][CH2:19][CH2:18]4)[CH2:12][CH2:11]3)[C:5]=2[CH:6]=1.[ClH:36], predict the reactants needed to synthesize it. The reactants are: [CH:1]1[CH:2]=[CH:3][C:4]2[S:9][N:8]=[C:7]([N:10]3[CH2:15][CH2:14][N:13]([CH2:16][C@H:17]4[C@H:22]([CH2:23][N:24]5[C:34](=[O:35])[C@H:33]6[C@H:27]([C@H:28]7[CH2:32][C@@H:31]6[CH2:30][CH2:29]7)[C:25]5=[O:26])[CH2:21][CH2:20][CH2:19][CH2:18]4)[CH2:12][CH2:11]3)[C:5]=2[CH:6]=1.[ClH:36]. (3) Given the product [ClH:26].[NH2:44][CH2:43][CH2:42][CH2:41][N:40]([CH:37]1[CH2:38][CH2:39][NH:34][CH2:35][CH2:36]1)[S:23]([C:20]1[CH:21]=[CH:22][C:17]([NH:16][C:12]2[N:11]=[C:10]([NH:9][C:6]3[CH:7]=[CH:8][C:3]([F:2])=[CH:4][CH:5]=3)[CH:15]=[CH:14][N:13]=2)=[CH:18][CH:19]=1)(=[O:25])=[O:24], predict the reactants needed to synthesize it. The reactants are: Cl.[F:2][C:3]1[CH:8]=[CH:7][C:6]([NH:9][C:10]2[CH:15]=[CH:14][N:13]=[C:12]([NH:16][C:17]3[CH:22]=[CH:21][C:20]([S:23]([Cl:26])(=[O:25])=[O:24])=[CH:19][CH:18]=3)[N:11]=2)=[CH:5][CH:4]=1.C(OC([N:34]1[CH2:39][CH2:38][CH:37]([NH:40][CH2:41][CH2:42][CH2:43][NH:44]C(OC(C)(C)C)=O)[CH2:36][CH2:35]1)=O)(C)(C)C. (4) Given the product [CH3:38][N:39]([CH3:40])[C:24]([C:18]1[CH:17]=[CH:16][C:15]2[C:20](=[CH:21][CH:22]=[CH:23][C:14]=2[N:11]2[CH2:10][CH2:9][N:8]([C:6]([O:5][C:2]([CH3:3])([CH3:4])[CH3:1])=[O:7])[CH2:13][CH2:12]2)[N:19]=1)=[O:25], predict the reactants needed to synthesize it. The reactants are: [CH3:1][C:2]([O:5][C:6]([N:8]1[CH2:13][CH2:12][N:11]([C:14]2[CH:23]=[CH:22][CH:21]=[C:20]3[C:15]=2[CH:16]=[CH:17][C:18]([C:24](O)=[O:25])=[N:19]3)[CH2:10][CH2:9]1)=[O:7])([CH3:4])[CH3:3].Cl.C1C=CC2N(O)N=NC=2C=1.[CH3:38][NH:39][CH3:40]. (5) Given the product [CH3:3][C@H:4]1[CH2:9][NH:8][CH2:7][C@H:6]([CH3:10])[N:5]1[C:11]1[O:12][C:13]2[C:14](=[C:16]([C:20]([O-:22])=[O:21])[CH:17]=[CH:18][CH:19]=2)[N:15]=1.[Li+:2], predict the reactants needed to synthesize it. The reactants are: [I-].[Li+:2].[CH3:3][C@H:4]1[CH2:9][NH:8][CH2:7][C@H:6]([CH3:10])[N:5]1[C:11]1[O:12][C:13]2[C:14](=[C:16]([C:20]([O:22]C)=[O:21])[CH:17]=[CH:18][CH:19]=2)[N:15]=1.